This data is from Full USPTO retrosynthesis dataset with 1.9M reactions from patents (1976-2016). The task is: Predict the reactants needed to synthesize the given product. (1) Given the product [C:3]1([CH:14]([OH:13])[CH2:15][OH:20])[CH:8]=[CH:7][CH:6]=[CH:5][CH:4]=1, predict the reactants needed to synthesize it. The reactants are: C=C[C:3]1[CH:8]=[CH:7][CH:6]=[CH:5][CH:4]=1.C[N+]1([O-])[CH2:15][CH2:14][O:13]CC1.O.CC(C)=[O:20].C(#N)C. (2) Given the product [C:32]([N:11]1[C:12]2[C:17](=[CH:16][C:15]([C:19]([F:28])([C:24]([F:25])([F:26])[F:27])[C:20]([F:22])([F:21])[F:23])=[CH:14][CH:13]=2)[CH2:18][N:9]([N:8]=[CH:7][C:3]2[CH:2]=[N:1][CH:6]=[CH:5][CH:4]=2)[C:10]1=[O:29])(=[O:34])[CH3:33], predict the reactants needed to synthesize it. The reactants are: [N:1]1[CH:6]=[CH:5][CH:4]=[C:3]([CH:7]=[N:8][N:9]2[CH2:18][C:17]3[C:12](=[CH:13][CH:14]=[C:15]([C:19]([F:28])([C:24]([F:27])([F:26])[F:25])[C:20]([F:23])([F:22])[F:21])[CH:16]=3)[NH:11][C:10]2=[O:29])[CH:2]=1.[H-].[Na+].[C:32](Cl)(=[O:34])[CH3:33]. (3) Given the product [CH2:1]([O:5][CH2:6][CH2:7][O:8][C:9]1[CH:10]=[CH:11][C:12]([C:15]2[CH:16]=[CH:17][C:18]3[N:26]([CH2:27][CH2:28][CH3:29])[CH2:25][CH2:24][CH2:23][CH2:22][C:21]([C:30]([NH:58][C:57]4[CH:56]=[CH:55][C:54]([S:52]([CH2:51][C:50]5[N:46]([CH2:43][CH2:44][CH3:45])[CH:47]=[N:48][CH:49]=5)=[O:53])=[CH:60][CH:59]=4)=[O:31])=[CH:20][C:19]=3[CH:33]=2)=[CH:13][CH:14]=1)[CH2:2][CH2:3][CH3:4], predict the reactants needed to synthesize it. The reactants are: [CH2:1]([O:5][CH2:6][CH2:7][O:8][C:9]1[CH:14]=[CH:13][C:12]([C:15]2[CH:16]=[CH:17][C:18]3[N:26]([CH2:27][CH2:28][CH3:29])[CH2:25][CH2:24][CH2:23][CH2:22][C:21]([C:30](O)=[O:31])=[CH:20][C:19]=3[CH:33]=2)=[CH:11][CH:10]=1)[CH2:2][CH2:3][CH3:4].CN(C=O)C.S(Cl)(Cl)=O.[CH2:43]([N:46]1[C:50]([CH2:51][S:52]([C:54]2[CH:60]=[CH:59][C:57]([NH2:58])=[CH:56][CH:55]=2)=[O:53])=[CH:49][N:48]=[CH:47]1)[CH2:44][CH3:45]. (4) Given the product [CH3:10][C:7]1([CH3:11])[C:6]2[C:5](=[CH:4][NH:2][N:14]=2)[CH2:9][CH2:8]1, predict the reactants needed to synthesize it. The reactants are: C[N:2]([CH:4]=[C:5]1[CH2:9][CH2:8][C:7]([CH3:11])([CH3:10])[C:6]1=O)C.O.[NH2:14]N. (5) Given the product [CH2:33]([O:57][C:51]([C:52](=[C:53]([NH:55][CH3:56])[CH3:54])[C:22]([C:19]1[CH:18]=[CH:17][C:16]([C:13]2[CH:14]=[CH:15][C:10]([C:7]3([C:5]([O:4][CH:1]([CH3:2])[CH3:3])=[O:6])[CH2:8][CH2:9]3)=[CH:11][CH:12]=2)=[CH:21][CH:20]=1)=[O:23])=[O:50])[C:34]1[CH:39]=[CH:38][CH:37]=[CH:36][CH:35]=1, predict the reactants needed to synthesize it. The reactants are: [CH:1]([O:4][C:5]([C:7]1([C:10]2[CH:15]=[CH:14][C:13]([C:16]3[CH:21]=[CH:20][C:19]([C:22](O)=[O:23])=[CH:18][CH:17]=3)=[CH:12][CH:11]=2)[CH2:9][CH2:8]1)=[O:6])([CH3:3])[CH3:2].ClC(Cl)C.S(Cl)(Cl)=O.[CH2:33](N)[C:34]1[CH:39]=[CH:38][CH:37]=[CH:36][CH:35]=1.C([NH-])C1C=CC=CC=1.C[O:50][C:51](=[O:57])[CH:52]=[C:53]([NH:55][CH3:56])[CH3:54].N1C=CC=CC=1. (6) Given the product [CH3:29][C:28]([CH3:31])([CH3:30])[C:27]([O:1]/[C:2](/[C:19]1[N:23]([CH3:24])[N:22]=[C:21]([CH3:25])[C:20]=1[CH3:26])=[C:3](\[C:6]1[C:10]([CH2:11][CH3:12])=[N:9][N:8]([C:13]2[CH:18]=[CH:17][CH:16]=[CH:15][CH:14]=2)[N:7]=1)/[C:4]#[N:5])=[O:32], predict the reactants needed to synthesize it. The reactants are: [O:1]=[C:2]([C:19]1[N:23]([CH3:24])[N:22]=[C:21]([CH3:25])[C:20]=1[CH3:26])[CH:3]([C:6]1[C:10]([CH2:11][CH3:12])=[N:9][N:8]([C:13]2[CH:18]=[CH:17][CH:16]=[CH:15][CH:14]=2)[N:7]=1)[C:4]#[N:5].[C:27](Cl)(=[O:32])[C:28]([CH3:31])([CH3:30])[CH3:29].